This data is from Catalyst prediction with 721,799 reactions and 888 catalyst types from USPTO. The task is: Predict which catalyst facilitates the given reaction. (1) Reactant: [H-].[Al+3].[Li+].[H-].[H-].[H-].[CH2:7]([NH:14][CH:15]([CH2:21][CH:22]([F:24])[F:23])[C:16](OCC)=[O:17])[C:8]1[CH:13]=[CH:12][CH:11]=[CH:10][CH:9]=1.O.[OH-].[Na+]. Product: [CH2:7]([NH:14][CH:15]([CH2:21][CH:22]([F:23])[F:24])[CH2:16][OH:17])[C:8]1[CH:13]=[CH:12][CH:11]=[CH:10][CH:9]=1. The catalyst class is: 7. (2) Product: [Cl:1][C:2]1[C:3]([N:15]([CH3:17])[CH3:16])=[CH:4][C:5]2[O:10][CH:9]([C:11]([N:57]3[CH2:58][CH2:59][C:54]([CH2:53][C:52]4[CH:51]=[CH:50][C:49]([F:48])=[CH:63][CH:62]=4)([C:60]#[N:61])[CH2:55][CH2:56]3)=[O:13])[CH2:8][NH:7][C:6]=2[CH:14]=1. Reactant: [Cl:1][C:2]1[C:3]([N:15]([CH3:17])[CH3:16])=[CH:4][C:5]2[O:10][CH:9]([C:11]([OH:13])=O)[CH2:8][NH:7][C:6]=2[CH:14]=1.CCN=C=NCCCN(C)C.C1C=CC2N(O)N=NC=2C=1.CCN(C(C)C)C(C)C.[F:48][C:49]1[CH:63]=[CH:62][C:52]([CH2:53][C:54]2([C:60]#[N:61])[CH2:59][CH2:58][NH:57][CH2:56][CH2:55]2)=[CH:51][CH:50]=1. The catalyst class is: 46. (3) Product: [NH:19]1[C:20]2[CH:26]=[CH:25][CH:24]=[CH:23][C:21]=2[N:22]=[C:18]1[CH2:17][N:4]1[CH2:5][C:6]2[CH:11]=[CH:10][C:9]([C:12]([O:14][CH3:15])=[O:13])=[CH:8][C:7]=2[O:1][CH2:2][CH2:3]1. Reactant: [O:1]1[C:7]2[CH:8]=[C:9]([C:12]([O:14][CH3:15])=[O:13])[CH:10]=[CH:11][C:6]=2[CH2:5][NH:4][CH2:3][CH2:2]1.Cl[CH2:17][C:18]1[NH:22][C:21]2[CH:23]=[CH:24][CH:25]=[CH:26][C:20]=2[N:19]=1.C([O-])([O-])=O.[K+].[K+]. The catalyst class is: 170.